From a dataset of Full USPTO retrosynthesis dataset with 1.9M reactions from patents (1976-2016). Predict the reactants needed to synthesize the given product. (1) Given the product [N+:8]([C:5]1[CH:6]=[CH:7][C:2]([NH:12][CH2:13][CH2:14][NH:15][CH2:16][CH2:17][OH:18])=[C:3]([CH3:11])[CH:4]=1)([O-:10])=[O:9], predict the reactants needed to synthesize it. The reactants are: F[C:2]1[CH:7]=[CH:6][C:5]([N+:8]([O-:10])=[O:9])=[CH:4][C:3]=1[CH3:11].[NH2:12][CH2:13][CH2:14][NH:15][CH2:16][CH2:17][OH:18].C([O-])([O-])=O.[K+].[K+].CN1CCCC1=O. (2) Given the product [CH3:47][C:37]1[CH:38]=[C:39]([C:41]2[CH:46]=[CH:45][N:44]=[CH:43][CH:42]=2)[CH:40]=[C:32]([CH3:31])[C:33]=1[C:34]([NH:19][CH2:18][CH2:17][CH:16]([N:13]1[CH2:12][CH2:11][CH:10]([CH:9]([O:8][C:6]2[CH:5]=[CH:4][CH:3]=[C:2]([CH3:1])[N:7]=2)[C:21]2[CH:22]=[CH:23][C:24]([C:27]([F:28])([F:29])[F:30])=[CH:25][CH:26]=2)[CH2:15][CH2:14]1)[CH3:20])=[O:35], predict the reactants needed to synthesize it. The reactants are: [CH3:1][C:2]1[N:7]=[C:6]([O:8][CH:9]([C:21]2[CH:26]=[CH:25][C:24]([C:27]([F:30])([F:29])[F:28])=[CH:23][CH:22]=2)[CH:10]2[CH2:15][CH2:14][N:13]([CH:16]([CH3:20])[CH2:17][CH2:18][NH2:19])[CH2:12][CH2:11]2)[CH:5]=[CH:4][CH:3]=1.[CH3:31][C:32]1[CH:40]=[C:39]([C:41]2[CH:46]=[CH:45][N:44]=[CH:43][CH:42]=2)[CH:38]=[C:37]([CH3:47])[C:33]=1[C:34](O)=[O:35].